From a dataset of Forward reaction prediction with 1.9M reactions from USPTO patents (1976-2016). Predict the product of the given reaction. (1) Given the reactants [Cl:1][C:2]1[N:10]=[C:9]2[C:5]([N:6]=[CH:7][N:8]2[CH:11]([CH3:13])[CH3:12])=[C:4](Cl)[N:3]=1.[NH2:15][CH2:16][CH2:17][C:18]1[CH:23]=[CH:22][C:21]([OH:24])=[CH:20][CH:19]=1.C(N(CC)CC)C, predict the reaction product. The product is: [Cl:1][C:2]1[N:10]=[C:9]2[C:5]([N:6]=[CH:7][N:8]2[CH:11]([CH3:13])[CH3:12])=[C:4]([NH:15][CH2:16][CH2:17][C:18]2[CH:23]=[CH:22][C:21]([OH:24])=[CH:20][CH:19]=2)[N:3]=1. (2) Given the reactants [C:1]([O:5][C:6](=[O:29])[C:7]1[CH:12]=[CH:11][C:10]([N:13]2[C:17]([C:18]3[CH:23]=[CH:22][CH:21]=[CH:20][CH:19]=3)=[CH:16][CH:15]=[C:14]2[CH2:24][CH2:25][C:26](=O)[NH2:27])=[CH:9][CH:8]=1)([CH3:4])([CH3:3])[CH3:2].FC(F)(F)C(OC(=O)C(F)(F)F)=O, predict the reaction product. The product is: [C:1]([O:5][C:6](=[O:29])[C:7]1[CH:12]=[CH:11][C:10]([N:13]2[C:17]([C:18]3[CH:19]=[CH:20][CH:21]=[CH:22][CH:23]=3)=[CH:16][CH:15]=[C:14]2[CH2:24][CH2:25][C:26]#[N:27])=[CH:9][CH:8]=1)([CH3:4])([CH3:2])[CH3:3]. (3) Given the reactants C(OC(=O)C)(=O)C.[CH:8]1[C:21]2[C:20](=[O:22])[C:19]3[C:14](=[CH:15][CH:16]=[CH:17][CH:18]=3)[O:13][C:12]=2[CH:11]=[CH:10][CH:9]=1.C(O)(=O)C.C(O)(=O)C.[I:31][C:32]1[CH:37]=[CH:36][CH:35]=[CH:34][CH:33]=1.S(=O)(=O)(O)O.[F:43][B-:44]([F:47])([F:46])[F:45].[K+], predict the reaction product. The product is: [F:43][B-:44]([F:47])([F:46])[F:45].[C:32]1([I+:31][C:9]2[CH:10]=[CH:11][C:12]3[O:13][C:14]4[C:19](=[CH:18][CH:17]=[CH:16][CH:15]=4)[C:20](=[O:22])[C:21]=3[CH:8]=2)[CH:37]=[CH:36][CH:35]=[CH:34][CH:33]=1. (4) Given the reactants [F:1][C:2]1[CH:3]=[C:4]([N:8]2[C:17]3[C:12](=[CH:13][C:14]([F:23])=[C:15]([N:18]4[CH2:22][CH2:21][CH2:20][CH2:19]4)[CH:16]=3)[C:11](=[O:24])[N:10]([O:25]CC3C=CC=CC=3)[C:9]2=[O:33])[CH:5]=[CH:6][CH:7]=1, predict the reaction product. The product is: [F:1][C:2]1[CH:3]=[C:4]([N:8]2[C:17]3[C:12](=[CH:13][C:14]([F:23])=[C:15]([N:18]4[CH2:19][CH2:20][CH2:21][CH2:22]4)[CH:16]=3)[C:11](=[O:24])[N:10]([OH:25])[C:9]2=[O:33])[CH:5]=[CH:6][CH:7]=1. (5) The product is: [CH3:19][S:20]([O:1][CH2:2][C:3]1([CH2:9][CH2:10][O:11][S:20]([CH3:19])(=[O:22])=[O:21])[CH2:4][CH2:5][O:6][CH2:7][CH2:8]1)(=[O:22])=[O:21]. Given the reactants [OH:1][CH2:2][C:3]1([CH2:9][CH2:10][OH:11])[CH2:8][CH2:7][O:6][CH2:5][CH2:4]1.CCN(CC)CC.[CH3:19][S:20](Cl)(=[O:22])=[O:21], predict the reaction product. (6) Given the reactants [NH2:1][CH2:2][C@:3]1([C:8]2[CH:13]=[CH:12][C:11]([Cl:14])=[C:10]([Cl:15])[CH:9]=2)[CH2:5][C@@H:4]1[CH2:6]O.NO.S(Cl)(Cl)=O.[OH-].[Na+], predict the reaction product. The product is: [Cl:15][C:10]1[CH:9]=[C:8]([C@@:3]23[CH2:5][C@@H:4]2[CH2:6][NH:1][CH2:2]3)[CH:13]=[CH:12][C:11]=1[Cl:14]. (7) Given the reactants C(N(CC)CC)C.[Cl:8][C:9]1[CH:17]=[CH:16][C:12]([C:13]([OH:15])=O)=[CH:11][C:10]=1[NH:18][C:19]([C:21]1[C:32](=[O:33])[NH:31][C:24]2[N:25]=[C:26]([O:29][CH3:30])[N:27]=[CH:28][C:23]=2[CH:22]=1)=[O:20].CN(C(ON1N=NC2C=CC=NC1=2)=[N+](C)C)C.F[P-](F)(F)(F)(F)F.[NH2:58][C@H:59]([C:63]1[CH:68]=[CH:67][CH:66]=[CH:65][CH:64]=1)[CH2:60][CH2:61][OH:62], predict the reaction product. The product is: [Cl:8][C:9]1[CH:17]=[CH:16][C:12]([C:13](=[O:15])[NH:58][C@H:59]([C:63]2[CH:68]=[CH:67][CH:66]=[CH:65][CH:64]=2)[CH2:60][CH2:61][OH:62])=[CH:11][C:10]=1[NH:18][C:19]([C:21]1[C:32](=[O:33])[NH:31][C:24]2[N:25]=[C:26]([O:29][CH3:30])[N:27]=[CH:28][C:23]=2[CH:22]=1)=[O:20].